Predict the reaction yield, written as a fraction of the theoretical maximum amount of product (1.0 means a 100% yield; for example, 0.34 means a 34% yield). From a dataset of Reaction yield outcomes from USPTO patents with 853,638 reactions. The reactants are [CH3:1][C:2]([C:4]1[CH:9]=[CH:8][C:7]([F:10])=[CH:6][C:5]=1[F:11])=[O:3].[O:12]1CCOCC1.O. No catalyst specified. The product is [F:11][C:5]1[CH:6]=[C:7]([F:10])[CH:8]=[CH:9][C:4]=1[C:2](=[O:3])[CH:1]=[O:12]. The yield is 0.550.